This data is from Catalyst prediction with 721,799 reactions and 888 catalyst types from USPTO. The task is: Predict which catalyst facilitates the given reaction. (1) Reactant: CS[C:3]1[S:4][CH2:5][C:6](=[O:8])[N:7]=1.[NH:9]1[CH2:14][CH2:13][CH:12]([C:15]([OH:17])=[O:16])[CH2:11][CH2:10]1. Product: [O:8]=[C:6]1[CH2:5][S:4][C:3]([N:9]2[CH2:14][CH2:13][CH:12]([C:15]([OH:17])=[O:16])[CH2:11][CH2:10]2)=[N:7]1. The catalyst class is: 5. (2) Reactant: [CH3:1][S:2][C:3](=[NH:5])[NH2:4].[OH-:6].[Na+].Cl[C:9]([O:11][CH2:12][C:13]1[CH:18]=[CH:17][C:16]([N+:19]([O-:21])=[O:20])=[CH:15][CH:14]=1)=[O:10]. Product: [N+:19]([C:16]1[CH:17]=[CH:18][C:13]([CH2:12][O:11][C:9]([NH:5][C:3](=[N:4][C:9]([O:11][CH2:12][C:13]2[CH:14]=[CH:15][C:16]([N+:19]([O-:21])=[O:20])=[CH:17][CH:18]=2)=[O:6])[S:2][CH3:1])=[O:10])=[CH:14][CH:15]=1)([O-:21])=[O:20]. The catalyst class is: 2.